From a dataset of Peptide-MHC class I binding affinity with 185,985 pairs from IEDB/IMGT. Regression. Given a peptide amino acid sequence and an MHC pseudo amino acid sequence, predict their binding affinity value. This is MHC class I binding data. The binding affinity (normalized) is 0.211. The MHC is HLA-B45:01 with pseudo-sequence HLA-B45:01. The peptide sequence is VPRRKAKII.